Dataset: Full USPTO retrosynthesis dataset with 1.9M reactions from patents (1976-2016). Task: Predict the reactants needed to synthesize the given product. (1) The reactants are: FC(F)(F)S(O[C:7]1[CH:8]=[CH:9][CH:10]=[C:11]2[C:16]=1[N:15]=[C:14]([C:17]1[N:21]3[CH:22]=[CH:23][CH:24]=[CH:25][C:20]3=[N:19][N:18]=1)[CH:13]=[CH:12]2)(=O)=O.[NH2:28][CH:29]1[CH2:34][CH2:33][N:32]([C:35]([O:37][C:38]([CH3:41])([CH3:40])[CH3:39])=[O:36])[CH2:31][CH2:30]1.C1C=CC(P(C2C(C3C(P(C4C=CC=CC=4)C4C=CC=CC=4)=CC=C4C=3C=CC=C4)=C3C(C=CC=C3)=CC=2)C2C=CC=CC=2)=CC=1.C(=O)([O-])[O-].[Cs+].[Cs+]. Given the product [N:19]1[N:18]=[C:17]([C:14]2[CH:13]=[CH:12][C:11]3[C:16](=[C:7]([NH:28][CH:29]4[CH2:30][CH2:31][N:32]([C:35]([O:37][C:38]([CH3:41])([CH3:40])[CH3:39])=[O:36])[CH2:33][CH2:34]4)[CH:8]=[CH:9][CH:10]=3)[N:15]=2)[N:21]2[CH:22]=[CH:23][CH:24]=[CH:25][C:20]=12, predict the reactants needed to synthesize it. (2) Given the product [F:10][C:7]([F:8])([F:9])[C:6](=[O:11])[C:18]([F:22])([C:19]([F:14])([F:21])[F:20])[C:17]([F:24])([F:23])[F:16], predict the reactants needed to synthesize it. The reactants are: [F:8][C:7]([F:10])([F:9])[C:6](O[C:6](=[O:11])[C:7]([F:10])([F:9])[F:8])=[O:11].[F-:14].[K+].[F:16][C:17]([F:24])([F:23])[C:18]([F:22])=[C:19]([F:21])[F:20]. (3) Given the product [NH:28]1[C:27]2[C:22](=[CH:23][CH:24]=[CH:25][CH:26]=2)[CH:21]=[CH:29]1, predict the reactants needed to synthesize it. The reactants are: C1(=O)CCCC(=O)C1.C1(NN)C=CC=CC=1.C1[C:29]2[NH:28][C:27]3[C:22](=[CH:23][CH:24]=[CH:25][CH:26]=3)[C:21]=2C(=O)CC1. (4) Given the product [CH3:1][C:2]1[N:7]=[C:6]([C:8]2[S:12][C:11]([NH:13][C:28]([NH:27][C:21]3[CH:26]=[CH:25][CH:24]=[CH:23][CH:22]=3)=[O:29])=[N:10][C:9]=2[C:14]2[CH:19]=[CH:18][CH:17]=[C:16]([CH3:20])[CH:15]=2)[CH:5]=[CH:4][N:3]=1, predict the reactants needed to synthesize it. The reactants are: [CH3:1][C:2]1[N:7]=[C:6]([C:8]2[S:12][C:11]([NH2:13])=[N:10][C:9]=2[C:14]2[CH:19]=[CH:18][CH:17]=[C:16]([CH3:20])[CH:15]=2)[CH:5]=[CH:4][N:3]=1.[C:21]1([N:27]=[C:28]=[O:29])[CH:26]=[CH:25][CH:24]=[CH:23][CH:22]=1.C(=O)([O-])O.[Na+]. (5) Given the product [C:22]12([CH2:32][CH2:33][N:34]([CH2:35][CH2:36][CH2:37][CH2:38][CH3:39])[C:3](=[O:5])[CH2:2][Br:1])[CH2:29][CH:28]3[CH2:27][CH:26]([CH2:25][CH:24]([CH2:30]3)[CH2:23]1)[CH2:31]2, predict the reactants needed to synthesize it. The reactants are: [Br:1][CH2:2][C:3]([OH:5])=O.CN1CCOCC1.C(Cl)(=O)OCC(C)C.Cl.[C:22]12([CH2:32][CH2:33][NH:34][CH2:35][CH2:36][CH2:37][CH2:38][CH3:39])[CH2:31][CH:26]3[CH2:27][CH:28]([CH2:30][CH:24]([CH2:25]3)[CH2:23]1)[CH2:29]2.C(=O)([O-])O.[Na+]. (6) Given the product [CH2:1]([O:3][C:4]([C:6]1[N:7]([S:30]([C:27]2[CH:28]=[CH:29][C:24]([CH3:23])=[CH:25][CH:26]=2)(=[O:32])=[O:31])[C:8]2[C:13]([C:14]=1[C:15]1[CH:20]=[CH:19][CH:18]=[CH:17][CH:16]=1)=[CH:12][CH:11]=[CH:10][CH:9]=2)=[O:5])[CH3:2], predict the reactants needed to synthesize it. The reactants are: [CH2:1]([O:3][C:4]([C:6]1[NH:7][C:8]2[C:13]([C:14]=1[C:15]1[CH:20]=[CH:19][CH:18]=[CH:17][CH:16]=1)=[CH:12][CH:11]=[CH:10][CH:9]=2)=[O:5])[CH3:2].[H-].[Na+].[CH3:23][C:24]1[CH:29]=[CH:28][C:27]([S:30](Cl)(=[O:32])=[O:31])=[CH:26][CH:25]=1.Cl. (7) Given the product [CH3:1][O:2][C:3]([C:5]1[S:6][C:7]([C:26]2[CH2:31][CH2:30][CH2:29][CH2:28][CH:27]=2)=[CH:8][C:9]=1[N:10]([CH:11]1[CH2:16][CH2:15][N:14]([CH2:33][CH:34]([F:36])[F:35])[CH2:13][CH2:12]1)[C:17]([C@H:19]1[CH2:24][CH2:23][C@H:22]([CH3:25])[CH2:21][CH2:20]1)=[O:18])=[O:4], predict the reactants needed to synthesize it. The reactants are: [CH3:1][O:2][C:3]([C:5]1[S:6][C:7]([C:26]2[CH2:31][CH2:30][CH2:29][CH2:28][CH:27]=2)=[CH:8][C:9]=1[N:10]([C:17]([C@H:19]1[CH2:24][CH2:23][C@H:22]([CH3:25])[CH2:21][CH2:20]1)=[O:18])[CH:11]1[CH2:16][CH2:15][NH:14][CH2:13][CH2:12]1)=[O:4].I[CH2:33][CH:34]([F:36])[F:35].[H-].[Na+]. (8) Given the product [Br:1][C:2]1[N:6]([CH3:7])[N:5]=[CH:4][C:3]=1[C:8]1[N:9]=[C:10]([CH3:18])[N:11]2[C:16]=1[C:15]([N:28]([CH2:27][C:24]1[CH:25]=[CH:26][C:21]([O:20][CH3:19])=[CH:22][CH:23]=1)[CH3:29])=[N:14][CH:13]=[N:12]2, predict the reactants needed to synthesize it. The reactants are: [Br:1][C:2]1[N:6]([CH3:7])[N:5]=[CH:4][C:3]=1[C:8]1[N:9]=[C:10]([CH3:18])[N:11]2[C:16]=1[C:15](Cl)=[N:14][CH:13]=[N:12]2.[CH3:19][O:20][C:21]1[CH:26]=[CH:25][C:24]([CH2:27][NH:28][CH3:29])=[CH:23][CH:22]=1.